This data is from Reaction yield outcomes from USPTO patents with 853,638 reactions. The task is: Predict the reaction yield, written as a fraction of the theoretical maximum amount of product (1.0 means a 100% yield; for example, 0.34 means a 34% yield). (1) The reactants are O[C:2]1[C:11]2[C:6](=[N:7][CH:8]=[CH:9][CH:10]=2)[N:5]([C:12]2[CH:17]=[CH:16][CH:15]=[CH:14][CH:13]=2)[C:4](=[O:18])[C:3]=1[C:19](=O)[CH2:20][C:21]1[CH:26]=[CH:25][C:24]([F:27])=[CH:23][CH:22]=1.O.[NH2:30][NH2:31].O. The catalyst is CN(C=O)C. The product is [F:27][C:24]1[CH:25]=[CH:26][C:21]([CH2:20][C:19]2[C:3]3[C:4](=[O:18])[N:5]([C:12]4[CH:17]=[CH:16][CH:15]=[CH:14][CH:13]=4)[C:6]4[N:7]=[CH:8][CH:9]=[CH:10][C:11]=4[C:2]=3[NH:31][N:30]=2)=[CH:22][CH:23]=1. The yield is 0.980. (2) The reactants are [O:1]1[C:5]2[CH:6]=[CH:7][CH:8]=[CH:9][C:4]=2[CH:3]=[C:2]1[C:10]([OH:12])=O.C(N1C=CN=C1)(N1C=CN=C1)=O.[NH2:25][C@@H:26]([CH:46]([CH3:48])[CH3:47])[CH2:27][NH:28][C:29](=[O:45])[C@@H:30]([NH:34][C:35]([O:37][CH2:38][C:39]1[CH:44]=[CH:43][CH:42]=[CH:41][CH:40]=1)=[O:36])[CH:31]([CH3:33])[CH3:32]. The catalyst is ClCCl. The product is [CH3:47][CH:46]([CH3:48])[C@H:26]([NH:25][C:10]([C:2]1[O:1][C:5]2[CH:6]=[CH:7][CH:8]=[CH:9][C:4]=2[CH:3]=1)=[O:12])[CH2:27][NH:28][C:29](=[O:45])[C@@H:30]([NH:34][C:35]([O:37][CH2:38][C:39]1[CH:40]=[CH:41][CH:42]=[CH:43][CH:44]=1)=[O:36])[CH:31]([CH3:32])[CH3:33]. The yield is 0.740. (3) The product is [ClH:22].[N:1]1[C:10]2[CH2:9][CH2:8][NH:7][CH2:6][C:5]=2[CH:4]=[C:3]([C:18]([O:20][CH3:21])=[O:19])[CH:2]=1. The reactants are [N:1]1[C:10]2[CH2:9][CH2:8][N:7](C(OC(C)(C)C)=O)[CH2:6][C:5]=2[CH:4]=[C:3]([C:18]([O:20][CH3:21])=[O:19])[CH:2]=1.[ClH:22]. No catalyst specified. The yield is 1.00.